Dataset: Full USPTO retrosynthesis dataset with 1.9M reactions from patents (1976-2016). Task: Predict the reactants needed to synthesize the given product. (1) The reactants are: [CH3:1][N:2]([CH3:14])[CH2:3][CH2:4][O:5][C:6]1[N:11]=[C:10]([NH2:12])[CH:9]=[C:8]([F:13])[N:7]=1.CN(C)[CH2:17][CH2:18]O. Given the product [F:13][C:8]1[N:7]=[C:6]([O:5][CH:4]2[CH2:18][CH2:17][CH2:1][N:2]([CH3:14])[CH2:3]2)[N:11]=[C:10]([NH2:12])[CH:9]=1, predict the reactants needed to synthesize it. (2) Given the product [NH:1]1[C:9]2[C:4](=[CH:5][CH:6]=[CH:7][CH:8]=2)[C:3]([C@H:10]([CH3:30])[C@@H:11]([NH:15][C:16]([N:18]2[CH2:19][CH2:20][CH:21]([C:24]3[CH:29]=[CH:28][CH:27]=[CH:26][CH:25]=3)[CH2:22][CH2:23]2)=[O:17])[C:12]([NH:45][C:39]2[CH:38]=[C:37]3[C:42]([CH2:43][CH2:44][N:35]([C:33](=[O:34])[C:32]([F:31])([F:46])[F:47])[CH2:36]3)=[CH:41][CH:40]=2)=[O:13])=[CH:2]1, predict the reactants needed to synthesize it. The reactants are: [NH:1]1[C:9]2[C:4](=[CH:5][CH:6]=[CH:7][CH:8]=2)[C:3]([C@H:10]([CH3:30])[C@@H:11]([NH:15][C:16]([N:18]2[CH2:23][CH2:22][CH:21]([C:24]3[CH:29]=[CH:28][CH:27]=[CH:26][CH:25]=3)[CH2:20][CH2:19]2)=[O:17])[C:12](O)=[O:13])=[CH:2]1.[F:31][C:32]([F:47])([F:46])[C:33]([N:35]1[CH2:44][CH2:43][C:42]2[C:37](=[CH:38][C:39]([NH2:45])=[CH:40][CH:41]=2)[CH2:36]1)=[O:34].CCN=C=NCCCN(C)C.C1C=CC2N(O)N=NC=2C=1.C(=O)([O-])[O-].[Na+].[Na+].